Dataset: Reaction yield outcomes from USPTO patents with 853,638 reactions. Task: Predict the reaction yield, written as a fraction of the theoretical maximum amount of product (1.0 means a 100% yield; for example, 0.34 means a 34% yield). (1) The reactants are [Cl:1][C:2]1[CH:7]=[CH:6][CH:5]=[C:4]([Cl:8])[C:3]=1Br.[OH-].[Na+].[F:12][C:13]1[CH:14]=[CH:15][C:16]([O:22][CH3:23])=[C:17](B(O)O)[CH:18]=1. The catalyst is COCCOC.O.C1C=CC([P]([Pd]([P](C2C=CC=CC=2)(C2C=CC=CC=2)C2C=CC=CC=2)([P](C2C=CC=CC=2)(C2C=CC=CC=2)C2C=CC=CC=2)[P](C2C=CC=CC=2)(C2C=CC=CC=2)C2C=CC=CC=2)(C2C=CC=CC=2)C2C=CC=CC=2)=CC=1. The product is [Cl:1][C:2]1[CH:7]=[CH:6][CH:5]=[C:4]([Cl:8])[C:3]=1[C:15]1[CH:14]=[C:13]([F:12])[CH:18]=[CH:17][C:16]=1[O:22][CH3:23]. The yield is 0.870. (2) The reactants are C([O:4][C:5]1[CH:26]=[CH:25][C:8]([C:9]2[CH:10]([CH3:24])[O:11][C:12]3[C:17]([CH:18]=2)=[C:16]([CH3:19])[CH:15]=[C:14]([O:20]C(=O)C)[CH:13]=3)=[CH:7][CH:6]=1)(=O)C.[OH-].[K+].C(O)(=O)C. The yield is 0.530. The product is [OH:4][C:5]1[CH:26]=[CH:25][C:8]([C:9]2[CH:10]([CH3:24])[O:11][C:12]3[C:17]([CH:18]=2)=[C:16]([CH3:19])[CH:15]=[C:14]([OH:20])[CH:13]=3)=[CH:7][CH:6]=1. The catalyst is CO.O. (3) The reactants are Cl[C:2]1[CH:7]=[C:6]([NH:8][C:9]2[CH:19]=[CH:18][CH:17]=[CH:16][C:10]=2[C:11]([NH:13][O:14][CH3:15])=[O:12])[C:5]([Cl:20])=[CH:4][N:3]=1.[CH2:21]([N:23]1[C:27]([NH2:28])=[CH:26][C:25]([CH3:29])=[N:24]1)[CH3:22].C(=O)([O-])[O-].[Cs+].[Cs+].C1(P(C2C=CC=CC=2)C2C=CC3C(=CC=CC=3)C=2C2C3C(=CC=CC=3)C=CC=2P(C2C=CC=CC=2)C2C=CC=CC=2)C=CC=CC=1. The catalyst is C([O-])(=O)C.[Pd+2].C([O-])(=O)C.O1CCOCC1.C1COCC1. The product is [Cl:20][C:5]1[C:6]([NH:8][C:9]2[CH:19]=[CH:18][CH:17]=[CH:16][C:10]=2[C:11]([NH:13][O:14][CH3:15])=[O:12])=[CH:7][C:2]([NH:28][C:27]2[N:23]([CH2:21][CH3:22])[N:24]=[C:25]([CH3:29])[CH:26]=2)=[N:3][CH:4]=1. The yield is 0.240. (4) The reactants are C(OC(=O)[NH:7][C:8]1[S:12][C:11]([CH3:13])=[N:10][C:9]=1[C:14](=[O:23])[NH:15][C:16]1[CH:21]=[CH:20][N:19]=[C:18]([CH3:22])[CH:17]=1)(C)(C)C.C(=O)([O-])[O-].[Na+].[Na+]. The catalyst is FC(F)(F)C(O)=O. The product is [CH3:22][C:18]1[CH:17]=[C:16]([NH:15][C:14]([C:9]2[N:10]=[C:11]([CH3:13])[S:12][C:8]=2[NH2:7])=[O:23])[CH:21]=[CH:20][N:19]=1. The yield is 0.950. (5) The reactants are C([O-])([O-])=O.[K+].[K+].C[N:8]1[CH:14]2[CH2:15][CH2:16][CH:9]1[CH2:10][N:11]([CH:17]([C:29]1[CH:34]=[CH:33][CH:32]=[C:31]([O:35][CH3:36])[CH:30]=1)[C:18]1[CH:28]=[CH:27][C:21]([C:22]([N:24]([CH3:26])[CH3:25])=[O:23])=[CH:20][CH:19]=1)[CH2:12][CH2:13]2. The catalyst is C1(C)C=CC=CC=1.C(O)(=O)C.[Zn]. The product is [CH:9]12[NH:8][CH:14]([CH2:15][CH2:16]1)[CH2:13][CH2:12][N:11]([CH:17]([C:29]1[CH:34]=[CH:33][CH:32]=[C:31]([O:35][CH3:36])[CH:30]=1)[C:18]1[CH:28]=[CH:27][C:21]([C:22]([N:24]([CH3:26])[CH3:25])=[O:23])=[CH:20][CH:19]=1)[CH2:10]2. The yield is 0.620.